This data is from Reaction yield outcomes from USPTO patents with 853,638 reactions. The task is: Predict the reaction yield, written as a fraction of the theoretical maximum amount of product (1.0 means a 100% yield; for example, 0.34 means a 34% yield). The reactants are [CH3:1][C:2]1([CH3:27])[O:6][C@@H:5]([C@H:7]([CH2:22][CH:23]([CH3:25])[CH3:24])[C:8]([O:10]C2C(F)=C(F)C(F)=C(F)C=2F)=O)[C:4](=[O:26])[O:3]1.ONC(=O)[C@@H](O)[C@@H](C(N1CCN(C2C=CC=CN=2)CC1)=O)CC(C)C.ONC(=O)[C@@H](O)[C@@H](C([N:64]1[CH2:69][CH2:68][N:67]([C:70]2[CH:75]=[CH:74][CH:73]=[CH:72][N:71]=2)[CH2:66][C@H:65]1[CH3:76])=O)CC(C)C.O. The catalyst is CN(C=O)C. The product is [CH3:27][C:2]1([CH3:1])[O:3][C:4](=[O:26])[C@H:5]([C@@H:7]([C:8]([N:64]2[CH2:69][CH2:68][N:67]([C:70]3[CH:75]=[CH:74][CH:73]=[CH:72][N:71]=3)[CH2:66][C@@H:65]2[CH3:76])=[O:10])[CH2:22][CH:23]([CH3:24])[CH3:25])[O:6]1. The yield is 0.220.